This data is from Reaction yield outcomes from USPTO patents with 853,638 reactions. The task is: Predict the reaction yield, written as a fraction of the theoretical maximum amount of product (1.0 means a 100% yield; for example, 0.34 means a 34% yield). (1) The product is [CH3:20][C@:17]12[C@@:16]3([CH3:21])[C@@H:7]([C@:8]4([CH3:34])[C@@H:13]([CH2:14][CH2:15]3)[C:12]([CH3:22])([CH3:23])[C:11]([C:24]3[CH:33]=[CH:32][C:27]([C:28]([OH:30])=[O:29])=[CH:26][CH:25]=3)=[CH:10][CH2:9]4)[CH2:6][CH2:5][C@@H:4]1[C@H:3]1[C@H:35]([C:38]([CH3:40])=[CH2:39])[CH2:36][CH2:37][C@:2]1([NH:1][C:94](=[O:95])[CH2:93][N:89]1[CH2:90][CH2:91][CH2:92][C:88]1=[O:87])[CH2:19][CH2:18]2. The yield is 0.140. The reactants are [NH2:1][C@:2]12[CH2:37][CH2:36][C@@H:35]([C:38]([CH3:40])=[CH2:39])[C@@H:3]1[C@@H:4]1[C@@:17]([CH3:20])([CH2:18][CH2:19]2)[C@@:16]2([CH3:21])[C@@H:7]([C@:8]3([CH3:34])[C@@H:13]([CH2:14][CH2:15]2)[C:12]([CH3:23])([CH3:22])[C:11]([C:24]2[CH:33]=[CH:32][C:27]([C:28]([O:30]C)=[O:29])=[CH:26][CH:25]=2)=[CH:10][CH2:9]3)[CH2:6][CH2:5]1.CN(C)CCC(N[C@]12CC[C@@H](C(C)=C)[C@@H]1[C@@H]1[C@@](C)(CC2)[C@@]2(C)[C@@H]([C@]3(C)[C@@H](CC2)C(C)(C)C(C2C=CC(C(O)=O)=CC=2)=CC3)CC1)=O.[O:87]=[C:88]1[CH2:92][CH2:91][CH2:90][N:89]1[CH2:93][C:94](O)=[O:95]. No catalyst specified. (2) The catalyst is CO. The product is [C:10]([CH2:12][C:13]1[NH:15][N:16]=[C:4]([CH3:5])[N:9]=1)#[N:11]. The reactants are [OH-].[Na+].Cl.[C:4](=[NH:9])(OCC)[CH3:5].[C:10]([CH2:12][C:13]([NH:15][NH2:16])=O)#[N:11]. The yield is 0.740. (3) The yield is 0.400. The catalyst is C(#N)C.O. The product is [C:36]([NH2:4])([O:38][CH2:39][CH:40]1[C:52]2[C:47](=[CH:48][CH:49]=[CH:50][CH:51]=2)[C:46]2[C:41]1=[CH:42][CH:43]=[CH:44][CH:45]=2)=[O:37]. The reactants are C([NH:4]CC1SC=C(CN2CCN([C@@H]([C@@H](C)CC)C(OC(C)(C)C)=O)C2=O)N=1)(C)C.C([O-])(O)=O.[Na+].Cl[C:36]([O:38][CH2:39][CH:40]1[C:52]2[CH:51]=[CH:50][CH:49]=[CH:48][C:47]=2[C:46]2[C:41]1=[CH:42][CH:43]=[CH:44][CH:45]=2)=[O:37]. (4) The reactants are [Cl:1][C:2]1[CH:7]=[CH:6][C:5]([CH2:8][N:9]2[CH2:14][CH2:13][N:12](C(OC(C)(C)C)=O)[CH2:11][CH2:10]2)=[C:4]([N:22]2[CH2:26][CH2:25][C@H:24]([CH2:27][O:28][S:29]([C:32]3[CH:37]=[CH:36][C:35]([CH3:38])=[CH:34][CH:33]=3)(=[O:31])=[O:30])[CH2:23]2)[CH:3]=1.CN1CCOCC1.I[Si](C)(C)C. The catalyst is C(Cl)Cl. The product is [CH3:38][C:35]1[CH:36]=[CH:37][C:32]([S:29]([O:28][CH2:27][C@H:24]2[CH2:25][CH2:26][N:22]([C:4]3[CH:3]=[C:2]([Cl:1])[CH:7]=[CH:6][C:5]=3[CH2:8][N:9]3[CH2:14][CH2:13][NH:12][CH2:11][CH2:10]3)[CH2:23]2)(=[O:31])=[O:30])=[CH:33][CH:34]=1. The yield is 0.990. (5) The reactants are CN(C(ON1N=NC2C=CC=NC1=2)=[N+](C)C)C.F[P-](F)(F)(F)(F)F.[F:25][C:26]1[CH:27]=[C:28]([NH:37][C:38]([C@H:40]2[C:49]3[C:44](=[CH:45][C:46]([O:50][CH2:51][CH3:52])=[CH:47][CH:48]=3)[CH2:43][CH2:42][NH:41]2)=[O:39])[CH:29]=[C:30]([F:36])[C:31]=1[Si:32]([CH3:35])([CH3:34])[CH3:33].CCN(C(C)C)C(C)C.[C@H:62]1([C:69](O)=[O:70])[CH2:65][C@@H:64]([C:66]([OH:68])=[O:67])[CH2:63]1. The catalyst is CN(C=O)C.O.C(#N)C.O. The product is [F:25][C:26]1[CH:27]=[C:28]([NH:37][C:38]([C@H:40]2[C:49]3[C:44](=[CH:45][C:46]([O:50][CH2:51][CH3:52])=[CH:47][CH:48]=3)[CH2:43][CH2:42][N:41]2[C:69]([C@@H:62]2[CH2:65][C@H:64]([C:66]([OH:68])=[O:67])[CH2:63]2)=[O:70])=[O:39])[CH:29]=[C:30]([F:36])[C:31]=1[Si:32]([CH3:33])([CH3:35])[CH3:34]. The yield is 0.285. (6) The reactants are [OH:1][CH2:2][C:3]1[CH:8]=[CH:7][C:6]([OH:9])=[CH:5][CH:4]=1.C([O-])([O-])=O.[K+].[K+].[CH3:16][N:17]([CH3:21])[C:18](Cl)=[O:19]. The catalyst is CC(C)=O. The product is [CH3:16][N:17]([CH3:21])[C:18](=[O:19])[O:9][C:6]1[CH:7]=[CH:8][C:3]([CH2:2][OH:1])=[CH:4][CH:5]=1. The yield is 0.910.